From a dataset of Forward reaction prediction with 1.9M reactions from USPTO patents (1976-2016). Predict the product of the given reaction. (1) Given the reactants [NH2:1][C:2]1([C:8]([OH:10])=[O:9])[CH2:7][CH2:6][CH2:5][CH2:4][CH2:3]1.[C:11]([Cl:14])(=O)C, predict the reaction product. The product is: [ClH:14].[NH2:1][C:2]1([C:8]([O:10][CH3:11])=[O:9])[CH2:7][CH2:6][CH2:5][CH2:4][CH2:3]1. (2) Given the reactants Br[C:2]1[CH:3]=[C:4]([N:8]2[CH2:13][CH2:12][N:11]([C:14]([O:16][C:17]([CH3:20])([CH3:19])[CH3:18])=[O:15])[CH2:10][CH2:9]2)[CH:5]=[N:6][CH:7]=1.[C:21]1(OB(O)O)[CH:26]=[CH:25][CH:24]=[CH:23][CH:22]=1.C(=O)([O-])[O-].[Na+].[Na+], predict the reaction product. The product is: [C:21]1([C:2]2[CH:3]=[C:4]([N:8]3[CH2:13][CH2:12][N:11]([C:14]([O:16][C:17]([CH3:20])([CH3:19])[CH3:18])=[O:15])[CH2:10][CH2:9]3)[CH:5]=[N:6][CH:7]=2)[CH:26]=[CH:25][CH:24]=[CH:23][CH:22]=1.